From a dataset of Cav3 T-type calcium channel HTS with 100,875 compounds. Binary Classification. Given a drug SMILES string, predict its activity (active/inactive) in a high-throughput screening assay against a specified biological target. (1) The drug is S(=O)(=O)(NCCC(=O)NC1CCCc2c1cccc2)c1cc2CCN(c2cc1)C(=O)C. The result is 0 (inactive). (2) The compound is O=C(Nc1cc(OC)c(OC)cc1)C1N(CCC1)C(=O)Nc1ccccc1. The result is 0 (inactive). (3) The compound is o1c(C2NC(CC(=N/O)/C2CC)c2occc2)ccc1. The result is 0 (inactive).